The task is: Predict the product of the given reaction.. This data is from Forward reaction prediction with 1.9M reactions from USPTO patents (1976-2016). Given the reactants ClC1C=CC=C(C(OO)=[O:9])C=1.[Br:12][C:13]1[CH:14]=[C:15]([C:19]([N:21]2[C:29]3[C:24](=[CH:25][C:26]([F:30])=[CH:27][CH:28]=3)[CH2:23][CH2:22]2)=[O:20])[CH:16]=[N:17][CH:18]=1, predict the reaction product. The product is: [Br:12][C:13]1[CH:18]=[N+:17]([O-:9])[CH:16]=[C:15]([C:19]([N:21]2[C:29]3[C:24](=[CH:25][C:26]([F:30])=[CH:27][CH:28]=3)[CH2:23][CH2:22]2)=[O:20])[CH:14]=1.